Dataset: Reaction yield outcomes from USPTO patents with 853,638 reactions. Task: Predict the reaction yield, written as a fraction of the theoretical maximum amount of product (1.0 means a 100% yield; for example, 0.34 means a 34% yield). The reactants are [C:1](=[O:4])(O)[O-].[Na+].O.[Br:7][C:8]1[CH:13]=[CH:12][C:11]([CH:14]([NH2:16])[CH3:15])=[CH:10][CH:9]=1.ClC(Cl)(OC(=O)OC(Cl)(Cl)Cl)Cl. The catalyst is ClCCl. The product is [Br:7][C:8]1[CH:13]=[CH:12][C:11]([C@@H:14]([N:16]=[C:1]=[O:4])[CH3:15])=[CH:10][CH:9]=1. The yield is 0.794.